Dataset: Forward reaction prediction with 1.9M reactions from USPTO patents (1976-2016). Task: Predict the product of the given reaction. (1) Given the reactants [CH2:1]=[C:2]1[CH:9]2[CH2:10][CH:5]3[CH2:6][CH:7]([CH2:11][CH:3]1[CH2:4]3)[CH2:8]2.[C:12]([OH:16])(=[O:15])[CH:13]=[CH2:14].B(F)(F)F.CCOCC, predict the reaction product. The product is: [C:12]([O:16][C:2]1([CH3:1])[CH:3]2[CH2:11][CH:7]3[CH2:6][CH:5]([CH2:10][CH:9]1[CH2:8]3)[CH2:4]2)(=[O:15])[CH:13]=[CH2:14]. (2) Given the reactants [OH:1][CH2:2][CH:3]1[CH2:7][CH2:6][N:5]([C:8]([O:10][C:11]([CH3:14])([CH3:13])[CH3:12])=[O:9])[CH2:4]1.[F:15][C:16]1[CH:21]=[CH:20][C:19]([C:22]2[CH:27]=[CH:26][C:25](O)=[CH:24][CH:23]=2)=[CH:18][CH:17]=1.C1(P(C2C=CC=CC=2)C2C=CC=CC=2)C=CC=CC=1.N(C(OC(C)C)=O)=NC(OC(C)C)=O, predict the reaction product. The product is: [F:15][C:16]1[CH:17]=[CH:18][C:19]([C:22]2[CH:27]=[CH:26][C:25]([O:1][CH2:2][CH:3]3[CH2:7][CH2:6][N:5]([C:8]([O:10][C:11]([CH3:14])([CH3:13])[CH3:12])=[O:9])[CH2:4]3)=[CH:24][CH:23]=2)=[CH:20][CH:21]=1. (3) Given the reactants Br[C:2]1[CH:7]=[CH:6][C:5]([C@@H:8]2[CH2:10][C@H:9]2[CH2:11][N:12]2[CH2:16][CH2:15][CH2:14][C@@H:13]2[CH3:17])=[CH:4][CH:3]=1.[N:18]1[NH:19][C:20](=[O:24])[CH:21]=[CH:22][CH:23]=1.CN[C@@H]1CCCC[C@H]1NC.P([O-])([O-])([O-])=O.[K+].[K+].[K+], predict the reaction product. The product is: [CH3:17][C@H:13]1[CH2:14][CH2:15][CH2:16][N:12]1[CH2:11][C@@H:9]1[CH2:10][C@H:8]1[C:5]1[CH:6]=[CH:7][C:2]([N:19]2[C:20](=[O:24])[CH:21]=[CH:22][CH:23]=[N:18]2)=[CH:3][CH:4]=1. (4) The product is: [Cl:1][C:2]1[CH:9]=[C:8]([N:10]([C@H:11]2[CH2:15][CH2:14][N:13]([S:26]([CH:23]3[CH2:25][CH2:24]3)(=[O:28])=[O:27])[CH2:12]2)[CH2:16][C:17]2[CH:18]=[CH:19][CH:20]=[CH:21][CH:22]=2)[CH:7]=[CH:6][C:3]=1[C:4]#[N:5]. Given the reactants [Cl:1][C:2]1[CH:9]=[C:8]([N:10]([CH2:16][C:17]2[CH:22]=[CH:21][CH:20]=[CH:19][CH:18]=2)[C@H:11]2[CH2:15][CH2:14][NH:13][CH2:12]2)[CH:7]=[CH:6][C:3]=1[C:4]#[N:5].[CH:23]1([S:26](Cl)(=[O:28])=[O:27])[CH2:25][CH2:24]1, predict the reaction product. (5) Given the reactants C1([NH:7][C:8]([C:10]2[C:11](=[O:23])[N:12]([CH3:22])[C:13]3[C:18]([C:19]=2O)=[CH:17][C:16]([CH3:21])=[CH:15][CH:14]=3)=O)CCCCC1.P(Cl)(Cl)([Cl:26])=O, predict the reaction product. The product is: [Cl:26][C:19]1[C:18]2[C:13](=[CH:14][CH:15]=[C:16]([CH3:21])[CH:17]=2)[N:12]([CH3:22])[C:11](=[O:23])[C:10]=1[C:8]#[N:7].